Dataset: Experimental lipophilicity measurements (octanol/water distribution) for 4,200 compounds from AstraZeneca. Task: Regression/Classification. Given a drug SMILES string, predict its absorption, distribution, metabolism, or excretion properties. Task type varies by dataset: regression for continuous measurements (e.g., permeability, clearance, half-life) or binary classification for categorical outcomes (e.g., BBB penetration, CYP inhibition). For this dataset (lipophilicity_astrazeneca), we predict Y. (1) The compound is CNS(=O)(=O)CCc1ccc2[nH]cc(C3CCN(C)CC3)c2c1. The Y is 0.480 logD. (2) The compound is CCN1CCN(CC(=O)Nc2ccc(-c3cccc4c(=O)cc(N5CCOCC5)oc34)c3sc4ccccc4c23)CC1. The Y is 3.05 logD. (3) The compound is CC(=O)N[C@H](C)c1ccc(Nc2ncc3cc(-c4ccncc4)cc(C)c3n2)cc1. The Y is 3.46 logD. (4) The drug is COc1ccc2cc(CCC(C)=O)ccc2c1. The Y is 3.06 logD. (5) The drug is CCCCC(NC(=O)CC1CCN(Cc2ccn(-c3ccc(C(F)(F)F)cc3)c2)CC1)c1ccc(=O)[nH]c1. The Y is 2.89 logD.